Dataset: M1 muscarinic receptor agonist screen with 61,833 compounds. Task: Binary Classification. Given a drug SMILES string, predict its activity (active/inactive) in a high-throughput screening assay against a specified biological target. (1) The molecule is O1CCN(CCn2c(nc3n(c(=O)[nH]c(=O)c23)C)CN(Cc2ccccc2)Cc2ccccc2)CC1. The result is 0 (inactive). (2) The drug is Fc1c(NC(=O)c2noc3CCC(C(C)(C)C)Cc23)ccc(F)c1. The result is 0 (inactive). (3) The drug is N1(CCN(CC1)c1ncnc2n(ncc12)c1ccccc1)CC. The result is 0 (inactive). (4) The molecule is O1CCN(CC1)C(=O)c1ccc(oc1)=O. The result is 0 (inactive). (5) The compound is O=C(N(CC1OCCOC1)Cc1cc2c([nH]c1=O)ccc(OCC)c2)C1CC1. The result is 0 (inactive). (6) The compound is O1C2(CCN(CC2)C(=O)C)CC(=O)c2c1ccc(OCC(=O)NCc1ccc(cc1)C)c2. The result is 0 (inactive).